Dataset: Catalyst prediction with 721,799 reactions and 888 catalyst types from USPTO. Task: Predict which catalyst facilitates the given reaction. (1) Reactant: [OH:1][C:2]1[CH:9]=[C:8]([CH3:10])[CH:7]=[CH:6][C:3]=1[CH:4]=O.[F:11][C:12]([F:21])([F:20])/[CH:13]=[CH:14]/[C:15]([O:17][CH2:18][CH3:19])=[O:16].CCN(CC)CC.C([O-])([O-])=O.[K+].[K+]. Product: [CH3:10][C:8]1[CH:9]=[C:2]2[C:3]([CH:4]=[C:14]([C:15]([O:17][CH2:18][CH3:19])=[O:16])[CH:13]([C:12]([F:11])([F:21])[F:20])[O:1]2)=[CH:6][CH:7]=1. The catalyst class is: 18. (2) Reactant: [CH2:1]([O:8][C:9]1[CH:10]=[C:11](B(O)O)[CH:12]=[CH:13][CH:14]=1)[C:2]1[CH:7]=[CH:6][CH:5]=[CH:4][CH:3]=1.[C:18](=[O:21])([O-])[O-].[Na+].[Na+].[OH2:24].Cl.C[N:27]([CH3:30])C=O. Product: [CH2:1]([O:8][C:9]1[CH:10]=[C:11]([C:2]2[CH:7]=[CH:6][C:5]([C:30]#[N:27])=[CH:4][C:3]=2[O:24][CH2:14][CH2:9][CH2:10][CH2:18][OH:21])[CH:12]=[CH:13][CH:14]=1)[C:2]1[CH:7]=[CH:6][CH:5]=[CH:4][CH:3]=1. The catalyst class is: 73. (3) Reactant: O/[CH:2]=[C:3]1\[C:4](=[O:13])[NH:5][C:6]2[C:11]\1=[CH:10][CH:9]=[C:8]([F:12])[CH:7]=2.O/C=C1\C(=O)NC2C\1=CC=CC=2.[CH3:26][C:27]1[O:31][N:30]=[C:29]([NH2:32])[CH:28]=1.NC1C=CNN=1. Product: [F:12][C:8]1[CH:7]=[C:6]2[C:11]([C:3](=[CH:2][NH:32][C:29]3[CH:28]=[C:27]([CH3:26])[O:31][N:30]=3)[C:4](=[O:13])[NH:5]2)=[CH:10][CH:9]=1. The catalyst class is: 7. (4) Product: [C:1]([NH:4][C:5]1[S:9][C:8]2[C:10]([O:15][CH2:16][CH2:17][N:18]([CH2:21][CH3:22])[CH2:19][CH3:20])=[C:11]([C:33]3[CH:34]=[CH:35][C:30]([C:29]([F:40])([F:39])[F:28])=[CH:31][CH:32]=3)[CH:12]=[CH:13][C:7]=2[C:6]=1[C:23]([O:25][CH2:26][CH3:27])=[O:24])(=[O:3])[CH3:2]. The catalyst class is: 47. Reactant: [C:1]([NH:4][C:5]1[S:9][C:8]2[C:10]([O:15][CH2:16][CH2:17][N:18]([CH2:21][CH3:22])[CH2:19][CH3:20])=[C:11](Br)[CH:12]=[CH:13][C:7]=2[C:6]=1[C:23]([O:25][CH2:26][CH3:27])=[O:24])(=[O:3])[CH3:2].[F:28][C:29]([F:40])([F:39])[C:30]1[CH:35]=[CH:34][C:33](B(O)O)=[CH:32][CH:31]=1.P([O-])([O-])([O-])=O.[K+].[K+].[K+]. (5) Reactant: [CH2:1]([N:8]([CH2:18][C:19]1[CH:24]=[CH:23][CH:22]=[CH:21][CH:20]=1)[C:9]1[CH:14]=[C:13]([CH3:15])[C:12](Br)=[CH:11][C:10]=1F)[C:2]1[CH:7]=[CH:6][CH:5]=[CH:4][CH:3]=1.[N:25]1([C:31]([O:33][C:34]([CH3:37])([CH3:36])[CH3:35])=[O:32])[CH2:30][CH2:29][NH:28][CH2:27][CH2:26]1.C1(P(C2C=CC=CC=2)C2C=CC3C(=CC=CC=3)C=2C2C3C(=CC=CC=3)C=CC=2P(C2C=CC=CC=2)C2C=CC=CC=2)C=CC=CC=1.[C:84](=O)([O-])[O-:85].[Cs+].[Cs+]. Product: [CH2:1]([N:8]([CH2:18][C:19]1[CH:24]=[CH:23][CH:22]=[CH:21][CH:20]=1)[C:9]1[C:10]([O:85][CH3:84])=[CH:11][C:12]([N:28]2[CH2:29][CH2:30][N:25]([C:31]([O:33][C:34]([CH3:37])([CH3:36])[CH3:35])=[O:32])[CH2:26][CH2:27]2)=[C:13]([CH3:15])[CH:14]=1)[C:2]1[CH:7]=[CH:6][CH:5]=[CH:4][CH:3]=1. The catalyst class is: 164. (6) Reactant: [CH3:1][S:2]([C:5]1[CH:6]=[C:7]2[C:11](=[CH:12][CH:13]=1)[N:10]([C:14]1[N:19]=[CH:18][C:17]([O:20][CH:21]3[CH2:26][CH2:25][N:24]([C:27](OC(C)(C)C)=O)[CH2:23][CH2:22]3)=[CH:16][CH:15]=1)[CH:9]=[CH:8]2)(=[O:4])=[O:3].C([N:36](CC)CC)C.N#CBr. Product: [CH3:1][S:2]([C:5]1[CH:6]=[C:7]2[C:11](=[CH:12][CH:13]=1)[N:10]([C:14]1[N:19]=[CH:18][C:17]([O:20][CH:21]3[CH2:26][CH2:25][N:24]([C:27]#[N:36])[CH2:23][CH2:22]3)=[CH:16][CH:15]=1)[CH:9]=[CH:8]2)(=[O:3])=[O:4]. The catalyst class is: 4.